Dataset: Forward reaction prediction with 1.9M reactions from USPTO patents (1976-2016). Task: Predict the product of the given reaction. (1) The product is: [Br:1][C:2]1[CH:3]=[C:4]([S:8]([N:11]([C:12]2[CH:13]=[CH:14][C:15]([N:18]3[C:24](=[O:25])[CH2:23][C:22](=[O:26])[NH:21][C:20]4[C:27]5[C:32]([CH:33]=[CH:34][C:19]3=4)=[CH:31][CH:30]=[CH:29][CH:28]=5)=[CH:16][CH:17]=2)[CH3:35])(=[O:9])=[O:10])[CH:5]=[CH:6][CH:7]=1. Given the reactants [Br:1][C:2]1[CH:3]=[C:4]([S:8]([NH:11][C:12]2[CH:17]=[CH:16][C:15]([N:18]3[C:24](=[O:25])[CH2:23][C:22](=[O:26])[NH:21][C:20]4[C:27]5[C:32]([CH:33]=[CH:34][C:19]3=4)=[CH:31][CH:30]=[CH:29][CH:28]=5)=[CH:14][CH:13]=2)(=[O:10])=[O:9])[CH:5]=[CH:6][CH:7]=1.[C:35](=O)([O-])[O-].[K+].[K+].CI, predict the reaction product. (2) The product is: [OH:17][C@H:16]([C@@H:15]([NH:19][C:20](=[O:26])[O:21][C:22]([CH3:25])([CH3:24])[CH3:23])[CH2:14][C@H:13]([CH2:12][NH:11][C:9](=[O:10])[C:8]1[CH:30]=[CH:31][CH:32]=[CH:33][C:7]=1[O:6][CH2:5][CH2:4][CH2:3][O:2][CH3:1])[CH:27]([CH3:29])[CH3:28])[CH2:18][N:34]1[CH2:39][CH2:38][CH2:37][CH2:36][CH2:35]1. Given the reactants [CH3:1][O:2][CH2:3][CH2:4][CH2:5][O:6][C:7]1[CH:33]=[CH:32][CH:31]=[CH:30][C:8]=1[C:9]([NH:11][CH2:12][C@H:13]([CH:27]([CH3:29])[CH3:28])[CH2:14][C@H:15]([NH:19][C:20](=[O:26])[O:21][C:22]([CH3:25])([CH3:24])[CH3:23])[C@@H:16]1[CH2:18][O:17]1)=[O:10].[NH:34]1[CH2:39][CH2:38][CH2:37][CH2:36][CH2:35]1, predict the reaction product. (3) The product is: [Cl:26][C:27]1[CH:28]=[C:29]([NH:30][C:2]2[C:11]3[C:6](=[CH:7][CH:8]=[C:9]([O:12][CH2:13][CH:14]4[CH2:18][CH2:17][NH:16][CH2:15]4)[CH:10]=3)[N:5]=[CH:4][N:3]=2)[CH:31]=[CH:32][C:33]=1[O:34][CH2:35][C:36]1[CH:41]=[CH:40][CH:39]=[CH:38][N:37]=1. Given the reactants Cl[C:2]1[C:11]2[C:6](=[CH:7][CH:8]=[C:9]([O:12][CH2:13][CH:14]3[CH2:18][CH2:17][N:16](C(OC(C)(C)C)=O)[CH2:15]3)[CH:10]=2)[N:5]=[CH:4][N:3]=1.[Cl:26][C:27]1[CH:28]=[C:29]([CH:31]=[CH:32][C:33]=1[O:34][CH2:35][C:36]1[CH:41]=[CH:40][CH:39]=[CH:38][N:37]=1)[NH2:30], predict the reaction product. (4) The product is: [CH2:1]([O:8][C:9]([N:11]1[CH2:15][CH2:14][CH2:13][C:12]1([C:16](=[O:26])[NH:17][C@@H:18]([C@H:23]([O:25][C:42](=[O:43])[CH3:41])[CH3:24])[C:19]([O:21][CH3:22])=[O:20])[CH2:27][C:28]1[CH:29]=[CH:30][CH:31]=[CH:32][CH:33]=1)=[O:10])[C:2]1[CH:7]=[CH:6][CH:5]=[CH:4][CH:3]=1. Given the reactants [CH2:1]([O:8][C:9]([N:11]1[CH2:15][CH2:14][CH2:13][C:12]1([CH2:27][C:28]1[CH:33]=[CH:32][CH:31]=[CH:30][CH:29]=1)[C:16](=[O:26])[NH:17][C@@H:18]([C@H:23]([OH:25])[CH3:24])[C:19]([O:21][CH3:22])=[O:20])=[O:10])[C:2]1[CH:7]=[CH:6][CH:5]=[CH:4][CH:3]=1.CCN(CC)CC.[CH3:41][C:42](OC(C)=O)=[O:43], predict the reaction product. (5) Given the reactants [NH2:1][C:2]1[N:7]2[N:8]=[CH:9][C:10]([C:11]3[CH:12]=[N:13][C:14]([C:17]4[CH:22]=[CH:21][CH:20]=[CH:19][CH:18]=4)=[CH:15][CH:16]=3)=[C:6]2[N:5]=[C:4]([CH:23]2[CH2:28][CH2:27][NH:26][CH2:25][CH2:24]2)[C:3]=1[C:29](=[O:31])[CH3:30].Br[CH2:33][C:34]1[CH:35]=[N:36][CH:37]=[CH:38][CH:39]=1.CCN(C(C)C)C(C)C, predict the reaction product. The product is: [NH2:1][C:2]1[N:7]2[N:8]=[CH:9][C:10]([C:11]3[CH:12]=[N:13][C:14]([C:17]4[CH:18]=[CH:19][CH:20]=[CH:21][CH:22]=4)=[CH:15][CH:16]=3)=[C:6]2[N:5]=[C:4]([CH:23]2[CH2:24][CH2:25][N:26]([CH2:33][C:34]3[CH:35]=[N:36][CH:37]=[CH:38][CH:39]=3)[CH2:27][CH2:28]2)[C:3]=1[C:29](=[O:31])[CH3:30]. (6) Given the reactants [CH3:1][O:2][C:3]([C:5]1[S:9][C:8]([C:10]#[C:11][CH2:12][N:13]2[C:17](=[O:18])[CH2:16][CH2:15][C@@H:14]2[C:19](O)=[O:20])=[CH:7][CH:6]=1)=[O:4].OC[C@H]1CCC(=O)N1CCC1C=CC(C(OC)=O)=CC=1.ClCCl, predict the reaction product. The product is: [OH:20][CH2:19][C@H:14]1[CH2:15][CH2:16][C:17](=[O:18])[N:13]1[CH2:12][C:11]#[C:10][C:8]1[S:9][C:5]([C:3]([O:2][CH3:1])=[O:4])=[CH:6][CH:7]=1.